Predict which catalyst facilitates the given reaction. From a dataset of Catalyst prediction with 721,799 reactions and 888 catalyst types from USPTO. (1) Reactant: [OH:1][C:2]1[C:11]2[C:10]([C:12]([O:14][CH2:15][CH3:16])=[O:13])=[CH:9][CH:8]=[CH:7][C:6]=2[N:5](CC2C=CC(OC)=CC=2)[C:4](=[O:26])[C:3]=1[C:27]1[CH:32]=[CH:31][CH:30]=[CH:29][CH:28]=1. Product: [OH:1][C:2]1[C:11]2[C:10]([C:12]([O:14][CH2:15][CH3:16])=[O:13])=[CH:9][CH:8]=[CH:7][C:6]=2[NH:5][C:4](=[O:26])[C:3]=1[C:27]1[CH:32]=[CH:31][CH:30]=[CH:29][CH:28]=1. The catalyst class is: 55. (2) Reactant: [CH3:1][C:2]1[N:7]([CH2:8][C:9]2[S:10][C:11]([C:14]([F:17])([F:16])[F:15])=[CH:12][CH:13]=2)[C:6](=[O:18])[N:5]=[C:4](SC)[N:3]=1.Cl.[S:22]1[C:30]2[CH2:29][CH2:28][NH:27][CH2:26][C:25]=2[CH:24]=[C:23]1[C:31]([OH:33])=[O:32].N12CCCN=C1CCC[CH2:36][CH2:35]2. Product: [CH3:1][C:2]1[N:7]([CH2:8][C:9]2[S:10][C:11]([C:14]([F:15])([F:16])[F:17])=[CH:12][CH:13]=2)[C:6](=[O:18])[N:5]=[C:4]([N:27]2[CH2:28][CH2:29][C:30]3[S:22][C:23]([C:31]([O:33][CH2:35][CH3:36])=[O:32])=[CH:24][C:25]=3[CH2:26]2)[N:3]=1. The catalyst class is: 12. (3) Reactant: [CH:1]([N:3]([CH2:12][C@@H:13]([CH2:17][CH2:18][CH2:19][CH2:20][CH3:21])[C:14](O)=[O:15])[O:4][CH2:5][C:6]1[CH:11]=[CH:10][CH:9]=[CH:8][CH:7]=1)=[O:2].C(OC(NC[C@@H](CCCCC)C(O)=O)=O)C1C=CC=CC=1.N1C=CC=CC=1.[F:49]C1N=C(F)N=C(F)N=1. Product: [CH:1]([N:3]([CH2:12][C@@H:13]([CH2:17][CH2:18][CH2:19][CH2:20][CH3:21])[C:14]([F:49])=[O:15])[O:4][CH2:5][C:6]1[CH:11]=[CH:10][CH:9]=[CH:8][CH:7]=1)=[O:2]. The catalyst class is: 4.